From a dataset of Catalyst prediction with 721,799 reactions and 888 catalyst types from USPTO. Predict which catalyst facilitates the given reaction. (1) Reactant: [CH:1]([C:4]1[CH:5]=[C:6]([CH:51]=[CH:52][CH:53]=1)[CH2:7][N:8]1[CH:13]=[CH:12][CH:11]=[C:10]([C:14]([NH:16][C@@H:17]([CH2:25][CH2:26][CH2:27][NH:28][C:29]([NH:31]S(C2C(C)=C3C(=C(C)C=2C)OC(C)(C)CC3)(=O)=O)=[NH:30])[C:18]([O:20]C(C)(C)C)=[O:19])=[O:15])[C:9]1=[O:50])([CH3:3])[CH3:2].[C:54]([OH:60])([C:56]([F:59])([F:58])[F:57])=[O:55].C([SiH](CC)CC)C. Product: [NH:28]([CH2:27][CH2:26][CH2:25][C@H:17]([NH:16][C:14]([C:10]1[C:9](=[O:50])[N:8]([CH2:7][C:6]2[CH:51]=[CH:52][CH:53]=[C:4]([CH:1]([CH3:2])[CH3:3])[CH:5]=2)[CH:13]=[CH:12][CH:11]=1)=[O:15])[C:18]([OH:20])=[O:19])[C:29]([NH2:31])=[NH:30].[C:54]([OH:60])([C:56]([F:59])([F:58])[F:57])=[O:55]. The catalyst class is: 6. (2) Reactant: [N+:1](/[CH:4]=[CH:5]/[C:6]1[CH:11]=[CH:10][CH:9]=[CH:8][CH:7]=1)([O-:3])=[O:2].C(O)(C(F)(F)F)=O.[CH2:19]([N:26]([CH2:30][Si](C)(C)C)[CH2:27]OC)[C:20]1[CH:25]=[CH:24][CH:23]=[CH:22][CH:21]=1. Product: [CH2:19]([N:26]1[CH2:30][CH:5]([C:6]2[CH:11]=[CH:10][CH:9]=[CH:8][CH:7]=2)[CH:4]([N+:1]([O-:3])=[O:2])[CH2:27]1)[C:20]1[CH:25]=[CH:24][CH:23]=[CH:22][CH:21]=1. The catalyst class is: 2. (3) Reactant: [OH:1][CH2:2][C:3]1[CH:34]=[CH:33][C:6]2[N:7]=[C:8]([N:10]3[CH2:15][CH2:14][N:13]([C:16](=[O:32])[C@@H:17]([NH:24][C:25](=[O:31])[O:26][C:27]([CH3:30])([CH3:29])[CH3:28])[CH2:18][C:19]4[S:20][CH:21]=[CH:22][CH:23]=4)[CH2:12][CH2:11]3)[S:9][C:5]=2[CH:4]=1.CC(OI1(OC(C)=O)(OC(C)=O)OC(=O)C2C=CC=CC1=2)=O. Product: [CH:2]([C:3]1[CH:34]=[CH:33][C:6]2[N:7]=[C:8]([N:10]3[CH2:11][CH2:12][N:13]([C:16](=[O:32])[C@@H:17]([NH:24][C:25](=[O:31])[O:26][C:27]([CH3:28])([CH3:29])[CH3:30])[CH2:18][C:19]4[S:20][CH:21]=[CH:22][CH:23]=4)[CH2:14][CH2:15]3)[S:9][C:5]=2[CH:4]=1)=[O:1]. The catalyst class is: 754. (4) Reactant: [C:1]([N:8]1[CH2:13][CH2:12][NH:11][C:10](=[O:14])[CH2:9]1)([O:3][C:4]([CH3:7])([CH3:6])[CH3:5])=[O:2].[H-].[Na+].Br[C:18]1[N:23]=[CH:22][CH:21]=[CH:20][N:19]=1.O. Product: [C:4]([O:3][C:1]([N:8]1[CH2:13][CH2:12][N:11]([C:18]2[N:23]=[CH:22][CH:21]=[CH:20][N:19]=2)[C:10](=[O:14])[CH2:9]1)=[O:2])([CH3:7])([CH3:6])[CH3:5]. The catalyst class is: 3. (5) Reactant: [CH:1]1([C:4]2[O:8][C:7]([CH:9]3[CH2:14][CH2:13][N:12](C(OC(C)(C)C)=O)[CH2:11][CH2:10]3)=[N:6][N:5]=2)[CH2:3][CH2:2]1.C(O)(C(F)(F)F)=O. Product: [CH:1]1([C:4]2[O:8][C:7]([CH:9]3[CH2:14][CH2:13][NH:12][CH2:11][CH2:10]3)=[N:6][N:5]=2)[CH2:2][CH2:3]1. The catalyst class is: 2.